Predict which catalyst facilitates the given reaction. From a dataset of Catalyst prediction with 721,799 reactions and 888 catalyst types from USPTO. (1) Reactant: [F:1][C:2]1[CH:7]=[CH:6][CH:5]=[C:4]([N+:8]([O-:10])=[O:9])[C:3]=1[OH:11].C([O-])([O-])=O.[K+].[K+].[CH2:18](Br)[C:19]1[CH:24]=[CH:23][CH:22]=[CH:21][CH:20]=1. Product: [F:1][C:2]1[CH:7]=[CH:6][CH:5]=[C:4]([N+:8]([O-:10])=[O:9])[C:3]=1[O:11][CH2:18][C:19]1[CH:24]=[CH:23][CH:22]=[CH:21][CH:20]=1. The catalyst class is: 3. (2) Reactant: COC1C=C(OC)C=CC=1C[N:6]1[CH2:10][CH:9]([CH:11]([N:13]2[CH:17]=[C:16]([C:18]3[CH:23]=[C:22]([CH3:24])[CH:21]=[C:20]([NH:25][C:26]4[CH:31]=[C:30]([C:32]([F:35])([F:34])[F:33])[CH:29]=[CH:28][N:27]=4)[N:19]=3)[CH:15]=[N:14]2)[CH3:12])[CH2:8][C:7]1=[O:36]. Product: [CH3:24][C:22]1[CH:21]=[C:20]([NH:25][C:26]2[CH:31]=[C:30]([C:32]([F:35])([F:33])[F:34])[CH:29]=[CH:28][N:27]=2)[N:19]=[C:18]([C:16]2[CH:15]=[N:14][N:13]([CH:11]([CH:9]3[CH2:10][NH:6][C:7](=[O:36])[CH2:8]3)[CH3:12])[CH:17]=2)[CH:23]=1. The catalyst class is: 67.